This data is from Catalyst prediction with 721,799 reactions and 888 catalyst types from USPTO. The task is: Predict which catalyst facilitates the given reaction. (1) The catalyst class is: 586. Reactant: [CH2:1]([O:4][CH2:5][C@H:6]([C@@H:8]1[C@@:12]2([CH3:31])[CH2:13][CH2:14][C:15]3[C@@:16]4([CH3:30])[CH2:25][CH2:24][C@H:23]([O:26][CH2:27][O:28][CH3:29])[CH2:22][C@@H:17]4[C:18](=[O:21])[O:19][C:20]=3[C@@H:11]2[CH2:10][CH2:9]1)[CH3:7])[CH:2]=[CH2:3]. Product: [CH3:29][O:28][CH2:27][O:26][C@@H:23]1[CH2:22][C@@H:17]2[C:18](=[O:21])[O:19][C:20]3[C@@H:11]4[CH2:10][CH2:9][C@H:8]([C@H:6]([CH3:7])[CH2:5][O:4][CH2:1][CH2:2][CH3:3])[C@@:12]4([CH3:31])[CH2:13][CH2:14][C:15]=3[C@@:16]2([CH3:30])[CH2:25][CH2:24]1. (2) Reactant: Cl[C:2]1[N:7]=[CH:6][N:5]=[C:4]([C:8]2[CH:9]=[CH:10][C:11]([O:16][CH:17]3[CH2:22][CH2:21][O:20][CH2:19][CH2:18]3)=[C:12]([CH:15]=2)[C:13]#[N:14])[N:3]=1.[CH3:23][N:24]1[CH2:29][CH2:28][N:27]([C:30]2[CH:31]=[C:32]([CH:34]=[CH:35][CH:36]=2)[NH2:33])[CH2:26][CH2:25]1.C(N(CC)C(C)C)(C)C. Product: [CH3:23][N:24]1[CH2:25][CH2:26][N:27]([C:30]2[CH:31]=[C:32]([NH:33][C:2]3[N:7]=[CH:6][N:5]=[C:4]([C:8]4[CH:9]=[CH:10][C:11]([O:16][CH:17]5[CH2:22][CH2:21][O:20][CH2:19][CH2:18]5)=[C:12]([CH:15]=4)[C:13]#[N:14])[N:3]=3)[CH:34]=[CH:35][CH:36]=2)[CH2:28][CH2:29]1. The catalyst class is: 32. (3) Reactant: O=[C:2]1[CH2:7][CH2:6][N:5]([C:8]([O:10][C:11]([CH3:14])([CH3:13])[CH3:12])=[O:9])[CH2:4][CH2:3]1.[F:15][C:16]1[CH:22]=[CH:21][C:19]([NH2:20])=[CH:18][CH:17]=1.C(O)(=O)C.C(O[BH-](OC(=O)C)OC(=O)C)(=O)C.[Na+]. Product: [F:15][C:16]1[CH:22]=[CH:21][C:19]([NH:20][CH:2]2[CH2:7][CH2:6][N:5]([C:8]([O:10][C:11]([CH3:14])([CH3:13])[CH3:12])=[O:9])[CH2:4][CH2:3]2)=[CH:18][CH:17]=1. The catalyst class is: 26. (4) Reactant: [H-].[Na+].[NH:3]1[C:11]2[C:6](=[CH:7][CH:8]=[CH:9][CH:10]=2)[CH:5]=[CH:4]1.[CH3:12][O:13][C:14](=[O:17])[CH2:15]Br.O. Product: [CH3:12][O:13][C:14](=[O:17])[CH2:15][N:3]1[C:11]2[C:6](=[CH:7][CH:8]=[CH:9][CH:10]=2)[CH:5]=[CH:4]1. The catalyst class is: 3.